Dataset: hERG channel blocking data for cardiac toxicity assessment. Task: Regression/Classification. Given a drug SMILES string, predict its toxicity properties. Task type varies by dataset: regression for continuous values (e.g., LD50, hERG inhibition percentage) or binary classification for toxic/non-toxic outcomes (e.g., AMES mutagenicity, cardiotoxicity, hepatotoxicity). Dataset: herg. The molecule is COC12CCC3(CC1C(C)(O)C(C)(C)C)C1Cc4ccc(O)c5c4C3(CC[NH+]1CC1CC1)C2O5. The result is 1 (blocker).